Dataset: Forward reaction prediction with 1.9M reactions from USPTO patents (1976-2016). Task: Predict the product of the given reaction. (1) Given the reactants Br[C:2]1[CH:3]=[C:4]([C:8]2[N:13]=[C:12]([CH3:14])[CH:11]=[C:10]([C:15]3[CH:20]=[CH:19][C:18]([C:21]([F:24])([F:23])[F:22])=[C:17]([CH3:25])[CH:16]=3)[N:9]=2)[CH:5]=[CH:6][CH:7]=1.[NH2:26][C:27]1[CH:32]=[CH:31][C:30](B2OC(C)(C)C(C)(C)O2)=[CH:29][N:28]=1, predict the reaction product. The product is: [CH3:14][C:12]1[CH:11]=[C:10]([C:15]2[CH:20]=[CH:19][C:18]([C:21]([F:24])([F:23])[F:22])=[C:17]([CH3:25])[CH:16]=2)[N:9]=[C:8]([C:4]2[CH:3]=[C:2]([C:30]3[CH:31]=[CH:32][C:27]([NH2:26])=[N:28][CH:29]=3)[CH:7]=[CH:6][CH:5]=2)[N:13]=1. (2) The product is: [OH:1][C@@H:2]1[C@@H:7]([N:8]2[C:17](=[O:18])[C:16]3[C:11](=[C:12]4[CH:35]=[CH:34][CH:33]=[CH:32][C:13]4=[C:14]([CH2:19][C:20]4[CH:21]=[N:22][C:23]([C:26]([CH3:27])=[CH2:30])=[CH:24][CH:25]=4)[CH:15]=3)[N:10]=[CH:9]2)[CH2:6][CH2:5][O:4][CH2:3]1. Given the reactants [OH:1][C@@H:2]1[C@@H:7]([N:8]2[C:17](=[O:18])[C:16]3[C:11](=[C:12]4[CH:35]=[CH:34][CH:33]=[CH:32][C:13]4=[C:14]([CH2:19][C:20]4[CH:21]=[N:22][C:23]([C:26]5[CH:27]=NN(C)[CH:30]=5)=[CH:24][CH:25]=4)[CH:15]=3)[N:10]=[CH:9]2)[CH2:6][CH2:5][O:4][CH2:3]1.CN1C=C(B2OC(C)(C)C(C)(C)O2)C=N1, predict the reaction product. (3) Given the reactants C(NC(C)C)(C)C.[Li]CCCC.[Br:13][C:14]1[CH:15]=[C:16]([CH:20]([CH3:24])[C:21]([OH:23])=[O:22])[CH:17]=[N:18][CH:19]=1.[F:25][C:26]1[CH:33]=[CH:32][C:31]([F:34])=[CH:30][C:27]=1[CH:28]=[O:29], predict the reaction product. The product is: [Br:13][C:14]1[CH:15]=[C:16]([C:20]([CH3:24])([CH:28]([C:27]2[CH:30]=[C:31]([F:34])[CH:32]=[CH:33][C:26]=2[F:25])[OH:29])[C:21]([OH:23])=[O:22])[CH:17]=[N:18][CH:19]=1. (4) Given the reactants [CH3:1][C:2]1[C:3]([CH3:21])=[CH:4][C:5]2[N:14]([CH2:15][CH:16]=O)[C:13]3[C:8]([C:9](=[O:19])[NH:10][C:11](=[O:18])[N:12]=3)=[N:7][C:6]=2[CH:20]=1.[CH3:22][N:23]([CH3:27])[CH2:24][CH2:25][NH2:26], predict the reaction product. The product is: [CH3:22][N:23]([CH3:27])[CH2:24][CH2:25][NH:26][CH2:16][CH2:15][N:14]1[C:13]2[C:8]([C:9](=[O:19])[NH:10][C:11](=[O:18])[N:12]=2)=[N:7][C:6]2[CH:20]=[C:2]([CH3:1])[C:3]([CH3:21])=[CH:4][C:5]1=2. (5) Given the reactants [Cl:1][C:2]1[CH:10]=[C:9]([CH:11]=[CH2:12])[CH:8]=[CH:7][C:3]=1[C:4]([OH:6])=O.CN(C(ON1N=NC2C=CC=NC1=2)=[N+](C)C)C.F[P-](F)(F)(F)(F)F.CCN(C(C)C)C(C)C.Cl.[NH2:47][C:48]1[CH:49]=[CH:50][C:51]2[C:55]([CH3:57])([CH3:56])[O:54][B:53]([OH:58])[C:52]=2[CH:59]=1, predict the reaction product. The product is: [Cl:1][C:2]1[CH:10]=[C:9]([CH:11]=[CH2:12])[CH:8]=[CH:7][C:3]=1[C:4]([NH:47][C:48]1[CH:49]=[CH:50][C:51]2[C:55]([CH3:56])([CH3:57])[O:54][B:53]([OH:58])[C:52]=2[CH:59]=1)=[O:6]. (6) Given the reactants [C:1]([C:5]1[CH:9]=[C:8]([CH2:10][NH2:11])[N:7]([C:12]2[CH:17]=[CH:16][CH:15]=[C:14]([Cl:18])[CH:13]=2)[N:6]=1)([CH3:4])([CH3:3])[CH3:2].C(N(CC)CC)C.[CH3:26][O:27][CH2:28][CH2:29][NH:30][C:31]1[N:36]=[CH:35][C:34]([NH:37][C:38](=O)[O:39]C2C=CC=CC=2)=[CH:33][CH:32]=1, predict the reaction product. The product is: [C:1]([C:5]1[CH:9]=[C:8]([CH2:10][NH:11][C:38]([NH:37][C:34]2[CH:35]=[N:36][C:31]([NH:30][CH2:29][CH2:28][O:27][CH3:26])=[CH:32][CH:33]=2)=[O:39])[N:7]([C:12]2[CH:17]=[CH:16][CH:15]=[C:14]([Cl:18])[CH:13]=2)[N:6]=1)([CH3:4])([CH3:2])[CH3:3]. (7) Given the reactants [Cl:1][C:2]1[CH:7]=[CH:6][CH:5]=[C:4]([O:8][CH2:9][C:10]2[CH:15]=[CH:14][CH:13]=[CH:12][CH:11]=2)[C:3]=1[CH2:16]O.P(Br)(Br)[Br:19].C(=O)([O-])O.[Na+], predict the reaction product. The product is: [Br:19][CH2:16][C:3]1[C:4]([O:8][CH2:9][C:10]2[CH:15]=[CH:14][CH:13]=[CH:12][CH:11]=2)=[CH:5][CH:6]=[CH:7][C:2]=1[Cl:1]. (8) Given the reactants [CH3:1][O:2][C:3]1[C:8]2[O:9][CH2:10][CH2:11][O:12][C:7]=2[C:6]([C:13]2([CH:23]=[CH:24][C:25]([O:27][CH2:28][CH3:29])=[O:26])[CH2:22][CH2:21][C:16]3([O:20][CH2:19][CH2:18][O:17]3)[CH2:15][CH2:14]2)=[CH:5][CH:4]=1, predict the reaction product. The product is: [CH3:1][O:2][C:3]1[C:8]2[O:9][CH2:10][CH2:11][O:12][C:7]=2[C:6]([C:13]2([CH2:23][CH2:24][C:25]([O:27][CH2:28][CH3:29])=[O:26])[CH2:22][CH2:21][C:16]3([O:17][CH2:18][CH2:19][O:20]3)[CH2:15][CH2:14]2)=[CH:5][CH:4]=1.